Predict the reactants needed to synthesize the given product. From a dataset of Full USPTO retrosynthesis dataset with 1.9M reactions from patents (1976-2016). (1) Given the product [F:11][C:12]([F:17])([F:16])[C:13]([OH:15])=[O:14].[C:1]1(=[O:10])[NH:9][CH2:8][CH2:7][CH2:6][CH2:5][CH2:4][CH2:3][CH2:2]1, predict the reactants needed to synthesize it. The reactants are: [C:1]1(=[O:10])[NH:9][CH2:8][CH2:7][CH2:6][CH2:5][CH2:4][CH2:3][CH2:2]1.[F:11][C:12]([F:17])([F:16])[C:13]([OH:15])=[O:14]. (2) Given the product [C:8]([C:10]1[C:14]([S:15]([C:16]([F:18])([F:17])[F:19])=[O:4])=[C:13]([CH2:20][F:21])[N:12]([C:22]2[C:27]([Cl:28])=[CH:26][C:25]([C:29]([F:32])([F:31])[F:30])=[CH:24][C:23]=2[Cl:33])[N:11]=1)#[N:9], predict the reactants needed to synthesize it. The reactants are: FC(F)(F)C(O)=[O:4].[C:8]([C:10]1[C:14]([S:15][C:16]([F:19])([F:18])[F:17])=[C:13]([CH2:20][F:21])[N:12]([C:22]2[C:27]([Cl:28])=[CH:26][C:25]([C:29]([F:32])([F:31])[F:30])=[CH:24][C:23]=2[Cl:33])[N:11]=1)#[N:9]. (3) Given the product [N:8]1([S:36]([C:33]2[CH:34]=[CH:35][C:30]([CH:21]([CH2:20][CH:17]3[CH2:18][CH2:19][O:14][CH2:15][CH2:16]3)[C:22]([NH:23][C:24]3[S:25][CH:26]=[CH:27][N:28]=3)=[O:29])=[CH:31][CH:32]=2)(=[O:38])=[O:37])[CH2:13][CH2:12][O:11][CH2:10][CH2:9]1, predict the reactants needed to synthesize it. The reactants are: CCN(CC)CC.[NH:8]1[CH2:13][CH2:12][O:11][CH2:10][CH2:9]1.[O:14]1[CH2:19][CH2:18][CH:17]([CH2:20][CH:21]([C:30]2[CH:35]=[CH:34][C:33]([S:36](Cl)(=[O:38])=[O:37])=[CH:32][CH:31]=2)[C:22](=[O:29])[NH:23][C:24]2[S:25][CH:26]=[CH:27][N:28]=2)[CH2:16][CH2:15]1. (4) Given the product [CH2:15]([C:17]1[CH:22]=[CH:21][C:20]([CH2:23][O:1][C:2]2[N:6]([C:7]3[CH:12]=[C:11]([C:13]#[N:14])[CH:10]=[CH:9][N:8]=3)[N:5]=[CH:4][CH:3]=2)=[C:19]([F:25])[CH:18]=1)[CH3:16], predict the reactants needed to synthesize it. The reactants are: [OH:1][C:2]1[N:6]([C:7]2[CH:12]=[C:11]([C:13]#[N:14])[CH:10]=[CH:9][N:8]=2)[N:5]=[CH:4][CH:3]=1.[CH2:15]([C:17]1[CH:22]=[CH:21][C:20]([CH2:23]O)=[C:19]([F:25])[CH:18]=1)[CH3:16]. (5) Given the product [F:1][C:2]1[CH:7]=[C:6]([O:8][CH3:9])[CH:5]=[CH:4][C:3]=1[N:10]1[CH:19]([CH3:20])[C:18]2[C:13](=[N:14][C:15]([NH:21][C:22]3[CH:23]=[CH:24][CH:25]=[CH:26][CH:27]=3)=[N:16][CH:17]=2)[N:12]([C:28]2[CH:29]=[C:30]([CH:33]=[CH:34][CH:35]=2)[C:31]([NH2:32])=[O:37])[C:11]1=[O:36], predict the reactants needed to synthesize it. The reactants are: [F:1][C:2]1[CH:7]=[C:6]([O:8][CH3:9])[CH:5]=[CH:4][C:3]=1[N:10]1[CH:19]([CH3:20])[C:18]2[C:13](=[N:14][C:15]([NH:21][C:22]3[CH:27]=[CH:26][CH:25]=[CH:24][CH:23]=3)=[N:16][CH:17]=2)[N:12]([C:28]2[CH:29]=[C:30]([CH:33]=[CH:34][CH:35]=2)[C:31]#[N:32])[C:11]1=[O:36].[OH-:37].[Na+].OO.O. (6) Given the product [Br:1][C:2]1[CH:10]=[C:9]2[C:5]([C:6]([CH2:20][C:21]([O:23][CH3:24])=[O:22])([CH3:12])[C:7](=[O:11])[NH:8]2)=[CH:4][CH:3]=1, predict the reactants needed to synthesize it. The reactants are: [Br:1][C:2]1[CH:10]=[C:9]2[C:5]([CH:6]([CH3:12])[C:7](=[O:11])[NH:8]2)=[CH:4][CH:3]=1.C([O-])([O-])=O.[Cs+].[Cs+].Br[CH2:20][C:21]([O:23][CH3:24])=[O:22].Cl. (7) Given the product [F:51][C:52]1[C:53]([N:62]2[CH2:67][CH2:66][N:65]([C:10]([C:9]3[CH:13]=[C:5]([S:2]([CH3:1])(=[O:3])=[O:4])[CH:6]=[CH:7][C:8]=3[S:14][CH2:15][C:16]([F:19])([F:18])[F:17])=[O:12])[CH2:64][CH2:63]2)=[N:54][CH:55]=[C:56]([C:58]([F:59])([F:60])[F:61])[CH:57]=1, predict the reactants needed to synthesize it. The reactants are: [CH3:1][S:2]([C:5]1[CH:6]=[CH:7][C:8]([S:14][CH2:15][C:16]([F:19])([F:18])[F:17])=[C:9]([CH:13]=1)[C:10]([OH:12])=O)(=[O:4])=[O:3].CN(C(ON1N=NC2C=CC=CC1=2)=[N+](C)C)C.[B-](F)(F)(F)F.C(N(C(C)C)C(C)C)C.[F:51][C:52]1[C:53]([N:62]2[CH2:67][CH2:66][NH:65][CH2:64][CH2:63]2)=[N:54][CH:55]=[C:56]([C:58]([F:61])([F:60])[F:59])[CH:57]=1. (8) Given the product [CH3:42][N:43]([CH3:44])[CH2:2][C:3]([C:5]1[CH:10]=[CH:9][C:8]([NH:11][C:12]([CH:14]2[CH:18]([C:19]3[CH:24]=[CH:23][CH:22]=[C:21]([Cl:25])[C:20]=3[F:26])[C:17]([C:29]3[CH:34]=[CH:33][C:32]([Cl:35])=[CH:31][C:30]=3[F:36])([C:27]#[N:28])[CH:16]([CH2:37][C:38]([CH3:41])([CH3:40])[CH3:39])[NH:15]2)=[O:13])=[CH:7][CH:6]=1)=[O:4], predict the reactants needed to synthesize it. The reactants are: Br[CH2:2][C:3]([C:5]1[CH:10]=[CH:9][C:8]([NH:11][C:12]([CH:14]2[CH:18]([C:19]3[CH:24]=[CH:23][CH:22]=[C:21]([Cl:25])[C:20]=3[F:26])[C:17]([C:29]3[CH:34]=[CH:33][C:32]([Cl:35])=[CH:31][C:30]=3[F:36])([C:27]#[N:28])[CH:16]([CH2:37][C:38]([CH3:41])([CH3:40])[CH3:39])[NH:15]2)=[O:13])=[CH:7][CH:6]=1)=[O:4].[CH3:42][NH:43][CH3:44].